This data is from Peptide-MHC class I binding affinity with 185,985 pairs from IEDB/IMGT. The task is: Regression. Given a peptide amino acid sequence and an MHC pseudo amino acid sequence, predict their binding affinity value. This is MHC class I binding data. (1) The peptide sequence is VASVNMVSRL. The MHC is HLA-B58:01 with pseudo-sequence HLA-B58:01. The binding affinity (normalized) is 0.357. (2) The peptide sequence is IQIQATETA. The MHC is HLA-A02:03 with pseudo-sequence HLA-A02:03. The binding affinity (normalized) is 0.0847.